From a dataset of Full USPTO retrosynthesis dataset with 1.9M reactions from patents (1976-2016). Predict the reactants needed to synthesize the given product. (1) Given the product [F:9][C:6]1[CH:7]=[CH:8][C:3]2[N:4]([C:10]([CH3:11])=[C:12]([C:13]([O:15][CH2:16][CH3:17])=[O:14])[N:2]=2)[CH:5]=1, predict the reactants needed to synthesize it. The reactants are: [Br-].[NH2:2][C:3]1[CH:8]=[CH:7][C:6]([F:9])=[CH:5][N+:4]=1[CH:10]([C:12](=O)[C:13]([O:15][CH2:16][CH3:17])=[O:14])[CH3:11]. (2) Given the product [CH3:1][N:2]1[CH:6]=[CH:5][C:4](/[CH:7]=[CH:16]/[C:17]([O:19][CH3:20])=[O:18])=[CH:3]1, predict the reactants needed to synthesize it. The reactants are: [CH3:1][N:2]1[CH:6]=[CH:5][C:4]([CH:7]=O)=[CH:3]1.C1(P(C2C=CC=CC=2)(C2C=CC=CC=2)=[CH:16][C:17]([O:19][CH3:20])=[O:18])C=CC=CC=1. (3) Given the product [Cl:1][C:2]1[CH:3]=[C:4]([N:10]([CH2:16][CH:17]2[CH2:19][CH2:18]2)[C@H:11]([C:13]([NH:22][CH2:20][CH3:21])=[O:15])[CH3:12])[CH:5]=[CH:6][C:7]=1[C:8]#[N:9], predict the reactants needed to synthesize it. The reactants are: [Cl:1][C:2]1[CH:3]=[C:4]([N:10]([CH2:16][CH:17]2[CH2:19][CH2:18]2)[C@H:11]([C:13]([OH:15])=O)[CH3:12])[CH:5]=[CH:6][C:7]=1[C:8]#[N:9].[CH2:20]([NH2:22])[CH3:21]. (4) Given the product [CH2:25]([NH:32][C:11]([C:2]1[CH:3]=[CH:4][C:5]2[C:10](=[CH:9][CH:8]=[N:7][CH:6]=2)[N:1]=1)=[O:13])[C:26]1[CH:31]=[CH:30][CH:29]=[CH:28][CH:27]=1, predict the reactants needed to synthesize it. The reactants are: [N:1]1[C:10]2[C:5](=[CH:6][N:7]=[CH:8][CH:9]=2)[CH:4]=[CH:3][C:2]=1[C:11]([OH:13])=O.O.ON1C2C=CC=CC=2N=N1.[CH2:25]([NH2:32])[C:26]1[CH:31]=[CH:30][CH:29]=[CH:28][CH:27]=1.Cl.CN(C)CCCN=C=NCC. (5) Given the product [O:36]=[C:3]1[NH:2][C:11]2[C:6](=[CH:7][CH:8]=[C:9]([S:12][C:13]3[CH:14]=[C:15]([C:19]4([C:25]#[N:26])[CH2:24][CH2:23][O:22][CH2:21][CH2:20]4)[CH:16]=[CH:17][CH:18]=3)[CH:10]=2)[N:5]2[C:27]([C:30]3[CH:35]=[CH:34][CH:33]=[CH:32][CH:31]=3)=[N:28][N:29]=[C:4]12, predict the reactants needed to synthesize it. The reactants are: C[N:2]1[C:11]2[C:6](=[CH:7][CH:8]=[C:9]([S:12][C:13]3[CH:14]=[C:15]([C:19]4([C:25]#[N:26])[CH2:24][CH2:23][O:22][CH2:21][CH2:20]4)[CH:16]=[CH:17][CH:18]=3)[CH:10]=2)[N:5]2[C:27]([C:30]3[CH:35]=[CH:34][CH:33]=[CH:32][CH:31]=3)=[N:28][N:29]=[C:4]2[C:3]1=[O:36].O=C1NC2C(=CC=C(SC3C=C(C4(C#N)CCOCC4)C=CC=3)C=2)N2C(C3C=CC=CN=3)=NN=C12.